From a dataset of Reaction yield outcomes from USPTO patents with 853,638 reactions. Predict the reaction yield, written as a fraction of the theoretical maximum amount of product (1.0 means a 100% yield; for example, 0.34 means a 34% yield). The reactants are [Cl:1][C:2]1[CH:7]=[C:6]([CH2:8][C:9]([O:11][CH2:12][CH3:13])=[O:10])[CH:5]=[CH:4][N:3]=1.[CH3:14][Si]([N-][Si](C)(C)C)(C)C.[K+].CI.[NH4+].[Cl-]. The catalyst is C1COCC1.CCOCC. The product is [Cl:1][C:2]1[CH:7]=[C:6]([CH:8]([CH3:14])[C:9]([O:11][CH2:12][CH3:13])=[O:10])[CH:5]=[CH:4][N:3]=1. The yield is 0.560.